The task is: Predict the product of the given reaction.. This data is from Forward reaction prediction with 1.9M reactions from USPTO patents (1976-2016). (1) Given the reactants [Cl:1][C:2]1[CH:10]=[CH:9][C:5]([C:6](Cl)=[O:7])=[CH:4][N:3]=1.[CH3:11][C:12]1[C:17]([CH3:18])=[C:16]([O:19][CH2:20][CH2:21][CH3:22])[CH:15]=[CH:14][C:13]=1[C@@H:23]([N:25]1[CH2:30][C@@H:29]2[CH2:31][C@H:26]1[CH2:27][NH:28]2)[CH3:24], predict the reaction product. The product is: [Cl:1][C:2]1[N:3]=[CH:4][C:5]([C:6]([N:28]2[CH2:27][C@@H:26]3[CH2:31][C@H:29]2[CH2:30][N:25]3[C@H:23]([C:13]2[CH:14]=[CH:15][C:16]([O:19][CH2:20][CH2:21][CH3:22])=[C:17]([CH3:18])[C:12]=2[CH3:11])[CH3:24])=[O:7])=[CH:9][CH:10]=1. (2) Given the reactants Cl[CH:2]1[CH2:7][CH2:6][N:5]([CH3:8])[CH2:4][CH2:3]1.C(Br)C.N#N.[F:14][C:15]1[CH:22]=[CH:21][CH:20]=[CH:19][C:16]=1C#N.[NH4+].[Cl-], predict the reaction product. The product is: [F:14][C:15]1[CH:22]=[CH:21][CH:20]=[CH:19][C:16]=1[CH:2]1[CH2:7][CH2:6][N:5]([CH3:8])[CH2:4][CH2:3]1. (3) Given the reactants CCN=C=NCCCN(C)C.CCN(CC)CC.[C:19]12([C:29](=[O:41])[CH2:30][O:31][C:32]3[CH:40]=[CH:39][C:35]([C:36](O)=[O:37])=[CH:34][CH:33]=3)[CH2:28][CH:23]3[CH2:24][CH:25]([CH2:27][CH:21]([CH2:22]3)[CH2:20]1)[CH2:26]2.[C:42]([NH2:46])([CH3:45])([CH3:44])[CH3:43], predict the reaction product. The product is: [C:19]12([C:29](=[O:41])[CH2:30][O:31][C:32]3[CH:40]=[CH:39][C:35]([C:36]([NH:46][C:42]([CH3:45])([CH3:44])[CH3:43])=[O:37])=[CH:34][CH:33]=3)[CH2:28][CH:23]3[CH2:22][CH:21]([CH2:27][CH:25]([CH2:24]3)[CH2:26]1)[CH2:20]2.